This data is from Peptide-MHC class II binding affinity with 134,281 pairs from IEDB. The task is: Regression. Given a peptide amino acid sequence and an MHC pseudo amino acid sequence, predict their binding affinity value. This is MHC class II binding data. (1) The peptide sequence is SGLVWGQKYFKGNFQ. The MHC is DRB1_0101 with pseudo-sequence DRB1_0101. The binding affinity (normalized) is 0.281. (2) The binding affinity (normalized) is 0. The MHC is HLA-DQA10201-DQB10301 with pseudo-sequence HLA-DQA10201-DQB10301. The peptide sequence is MWRSRADEINAIFEE. (3) The peptide sequence is QKTKQIGNRPGPSRG. The MHC is DRB1_0901 with pseudo-sequence DRB1_0901. The binding affinity (normalized) is 0.215. (4) The peptide sequence is KNPVVDGNPTVDIEE. The MHC is DRB5_0101 with pseudo-sequence DRB5_0101. The binding affinity (normalized) is 0. (5) The peptide sequence is SQDLELSWNLNVLQAY. The MHC is HLA-DQA10301-DQB10302 with pseudo-sequence HLA-DQA10301-DQB10302. The binding affinity (normalized) is 0.422.